Dataset: NCI-60 drug combinations with 297,098 pairs across 59 cell lines. Task: Regression. Given two drug SMILES strings and cell line genomic features, predict the synergy score measuring deviation from expected non-interaction effect. (1) Drug 1: C(CCl)NC(=O)N(CCCl)N=O. Drug 2: CC1C(C(CC(O1)OC2CC(CC3=C2C(=C4C(=C3O)C(=O)C5=CC=CC=C5C4=O)O)(C(=O)C)O)N)O. Cell line: MALME-3M. Synergy scores: CSS=41.6, Synergy_ZIP=-5.88, Synergy_Bliss=-7.54, Synergy_Loewe=-15.1, Synergy_HSA=-5.93. (2) Drug 1: CC=C1C(=O)NC(C(=O)OC2CC(=O)NC(C(=O)NC(CSSCCC=C2)C(=O)N1)C(C)C)C(C)C. Drug 2: N.N.Cl[Pt+2]Cl. Cell line: 786-0. Synergy scores: CSS=77.8, Synergy_ZIP=-0.0585, Synergy_Bliss=3.49, Synergy_Loewe=4.92, Synergy_HSA=5.28. (3) Drug 1: CC1=C(N=C(N=C1N)C(CC(=O)N)NCC(C(=O)N)N)C(=O)NC(C(C2=CN=CN2)OC3C(C(C(C(O3)CO)O)O)OC4C(C(C(C(O4)CO)O)OC(=O)N)O)C(=O)NC(C)C(C(C)C(=O)NC(C(C)O)C(=O)NCCC5=NC(=CS5)C6=NC(=CS6)C(=O)NCCC[S+](C)C)O. Drug 2: C1CN(CCN1C(=O)CCBr)C(=O)CCBr. Cell line: NCI-H522. Synergy scores: CSS=33.5, Synergy_ZIP=-7.26, Synergy_Bliss=-7.87, Synergy_Loewe=-0.492, Synergy_HSA=0.710. (4) Drug 1: C1=CC(=CC=C1C#N)C(C2=CC=C(C=C2)C#N)N3C=NC=N3. Drug 2: C(=O)(N)NO. Cell line: K-562. Synergy scores: CSS=4.96, Synergy_ZIP=-3.35, Synergy_Bliss=-8.14, Synergy_Loewe=-12.5, Synergy_HSA=-7.52. (5) Drug 2: C1CN(CCN1C(=O)CCBr)C(=O)CCBr. Synergy scores: CSS=16.5, Synergy_ZIP=-6.72, Synergy_Bliss=-3.91, Synergy_Loewe=0.192, Synergy_HSA=0.328. Cell line: UO-31. Drug 1: C#CCC(CC1=CN=C2C(=N1)C(=NC(=N2)N)N)C3=CC=C(C=C3)C(=O)NC(CCC(=O)O)C(=O)O.